From a dataset of Forward reaction prediction with 1.9M reactions from USPTO patents (1976-2016). Predict the product of the given reaction. (1) Given the reactants [CH3:1][S:2](Cl)(=[O:4])=[O:3].Cl.[CH3:7][N:8]1[C:17]2[NH:16][C:15]3[CH:18]=[C:19]([CH3:22])[CH:20]=[CH:21][C:14]=3[N:13]([C:23]([CH:25]3[CH2:30][CH2:29][CH:28]([CH2:31][NH:32][C:33](=[O:41])[CH2:34][CH:35]4[CH2:40][CH2:39][NH:38][CH2:37][CH2:36]4)[CH2:27][CH2:26]3)=[O:24])[CH2:12][C:11]=2[CH:10]=[N:9]1, predict the reaction product. The product is: [CH3:7][N:8]1[C:17]2[NH:16][C:15]3[CH:18]=[C:19]([CH3:22])[CH:20]=[CH:21][C:14]=3[N:13]([C:23]([CH:25]3[CH2:26][CH2:27][CH:28]([CH2:31][NH:32][C:33](=[O:41])[CH2:34][CH:35]4[CH2:36][CH2:37][N:38]([S:2]([CH3:1])(=[O:4])=[O:3])[CH2:39][CH2:40]4)[CH2:29][CH2:30]3)=[O:24])[CH2:12][C:11]=2[CH:10]=[N:9]1. (2) Given the reactants Br[C:2]1[N:6]([CH:7]([CH3:9])[CH3:8])[C:5]2[CH:10]([C:27]3[CH:32]=[CH:31][C:30]([Cl:33])=[CH:29][CH:28]=3)[N:11]([C:14]3[CH:15]=[C:16]([CH3:26])[C:17]4[N:18]([C:20]([CH:23]([F:25])[F:24])=[N:21][N:22]=4)[CH:19]=3)[C:12](=[O:13])[C:4]=2[N:3]=1.[C:34]12(P(C34CC5CC(CC(C5)C3)C4)CCCC)[CH2:43]C3CC(CC(C3)[CH2:35]1)C2, predict the reaction product. The product is: [Cl:33][C:30]1[CH:31]=[CH:32][C:27]([CH:10]2[C:5]3[N:6]([CH:7]([CH3:9])[CH3:8])[C:2]([CH:43]4[CH2:34][CH2:35]4)=[N:3][C:4]=3[C:12](=[O:13])[N:11]2[C:14]2[CH:15]=[C:16]([CH3:26])[C:17]3[N:18]([C:20]([CH:23]([F:24])[F:25])=[N:21][N:22]=3)[CH:19]=2)=[CH:28][CH:29]=1. (3) Given the reactants [Br:1][C:2]1[CH:3]=[C:4]2[C:9](=[CH:10][C:11]=1F)[O:8][CH:7](C1C=CC=CC=1)[CH2:6][C:5]2=O.[C:20](=[N:26][Si](C)(C)C)=[N:21][Si](C)(C)C, predict the reaction product. The product is: [Br:1][C:2]1[CH:3]=[C:4]2[C:9](=[CH:10][CH:11]=1)[O:8][CH2:7][CH2:6][C:5]2=[N:26][C:20]#[N:21]. (4) Given the reactants [H-].[Na+].[Br:3][C:4]1[C:5]([CH3:11])=[CH:6][C:7]([OH:10])=[N:8][CH:9]=1.CC1C=CC(S(O[CH2:23][CH2:24][C:25]([OH:28])([CH3:27])[CH3:26])(=O)=O)=CC=1.[Cl-].[NH4+], predict the reaction product. The product is: [Br:3][C:4]1[C:5]([CH3:11])=[CH:6][C:7]([O:10][CH2:23][CH2:24][C:25]([CH3:27])([OH:28])[CH3:26])=[N:8][CH:9]=1. (5) Given the reactants [CH3:1][O:2][C:3]1[CH:4]=[C:5]([N:12]2[CH2:17][CH2:16][N:15]([CH2:18][CH2:19][OH:20])[CH2:14][CH2:13]2)[CH:6]=[CH:7][C:8]=1[N+:9]([O-])=O.[H][H], predict the reaction product. The product is: [NH2:9][C:8]1[CH:7]=[CH:6][C:5]([N:12]2[CH2:17][CH2:16][N:15]([CH2:18][CH2:19][OH:20])[CH2:14][CH2:13]2)=[CH:4][C:3]=1[O:2][CH3:1].